This data is from Forward reaction prediction with 1.9M reactions from USPTO patents (1976-2016). The task is: Predict the product of the given reaction. (1) Given the reactants Br[C:2]1[CH:3]=[CH:4][C:5]([O:8][CH:9]2[CH2:11][CH2:10]2)=[N:6][CH:7]=1.[Li]CCCC.C[O:18]B(OC)OC.C(OO)(=O)C.OS([O-])=O.[Na+], predict the reaction product. The product is: [CH:9]1([O:8][C:5]2[N:6]=[CH:7][C:2]([OH:18])=[CH:3][CH:4]=2)[CH2:11][CH2:10]1. (2) Given the reactants [C:1]([O:5][C:6]([N:8]1[CH2:16][C:15]2[C:10](=[CH:11][CH:12]=[C:13](I)[CH:14]=2)[CH2:9]1)=[O:7])([CH3:4])([CH3:3])[CH3:2].[S:18]1(=[O:25])(=[O:24])[CH2:23][CH2:22][NH:21][CH2:20][CH2:19]1, predict the reaction product. The product is: [C:1]([O:5][C:6]([N:8]1[CH2:16][C:15]2[C:10](=[CH:11][CH:12]=[C:13]([N:21]3[CH2:22][CH2:23][S:18](=[O:25])(=[O:24])[CH2:19][CH2:20]3)[CH:14]=2)[CH2:9]1)=[O:7])([CH3:4])([CH3:3])[CH3:2].